From a dataset of Catalyst prediction with 721,799 reactions and 888 catalyst types from USPTO. Predict which catalyst facilitates the given reaction. (1) Reactant: [Cl:1][C:2]1[C:43]([C:44]([F:47])([F:46])[F:45])=[CH:42][CH:41]=[CH:40][C:3]=1[CH2:4][N:5]([CH2:26][CH:27]([C:34]1[CH:39]=[CH:38][CH:37]=[CH:36][CH:35]=1)[C:28]1[CH:33]=[CH:32][CH:31]=[CH:30][CH:29]=1)[CH2:6][CH2:7][CH2:8][O:9][C:10]1[CH:15]=[CH:14][CH:13]=[C:12]([CH:16](COCC)[C:17]2[NH:21][N:20]=[N:19][N:18]=2)[CH:11]=1.C([SiH](CC)CC)C.C(O)(C(F)(F)F)=O. Product: [Cl:1][C:2]1[C:43]([C:44]([F:47])([F:45])[F:46])=[CH:42][CH:41]=[CH:40][C:3]=1[CH2:4][N:5]([CH2:26][CH:27]([C:28]1[CH:29]=[CH:30][CH:31]=[CH:32][CH:33]=1)[C:34]1[CH:39]=[CH:38][CH:37]=[CH:36][CH:35]=1)[CH2:6][CH2:7][CH2:8][O:9][C:10]1[CH:15]=[CH:14][CH:13]=[C:12]([CH2:16][C:17]2[NH:21][N:20]=[N:19][N:18]=2)[CH:11]=1. The catalyst class is: 4. (2) Reactant: [Cl:1][C:2]1[CH:3]=[C:4]([CH:7]=[C:8]([O:10][C:11]2[C:16](=[O:17])[NH:15][CH:14]=[N:13][C:12]=2[OH:18])[CH:9]=1)[C:5]#[N:6].C(=O)([O-])[O-].[K+].[K+].Cl[C:26]([F:31])([F:30])C([O-])=O.[Na+]. Product: [Cl:1][C:2]1[CH:3]=[C:4]([CH:7]=[C:8]([O:10][C:11]2[C:16](=[O:17])[NH:15][CH:14]=[N:13][C:12]=2[O:18][CH:26]([F:31])[F:30])[CH:9]=1)[C:5]#[N:6]. The catalyst class is: 18. (3) Reactant: [Br:1][C:2]1[CH:20]=[CH:19][C:5]([CH2:6][N:7]2[C:15]3[C:10](=[CH:11][C:12]([Cl:16])=[CH:13][CH:14]=3)[C:9](=[O:17])[C:8]2=[O:18])=[CH:4][CH:3]=1.[N+:21]([CH3:24])([O-:23])=[O:22]. Product: [Br:1][C:2]1[CH:20]=[CH:19][C:5]([CH2:6][N:7]2[C:15]3[C:10](=[CH:11][C:12]([Cl:16])=[CH:13][CH:14]=3)[C:9]([OH:17])([CH2:24][N+:21]([O-:23])=[O:22])[C:8]2=[O:18])=[CH:4][CH:3]=1. The catalyst class is: 6. (4) The catalyst class is: 9. Reactant: [Br:1][C:2]1[CH:7]=[CH:6][C:5]([CH:8]([OH:10])[CH3:9])=[CH:4][CH:3]=1.[H-].[Na+].Cl.Cl[C:15]1[CH:20]=[CH:19][N:18]=[CH:17][N:16]=1. Product: [Br:1][C:2]1[CH:7]=[CH:6][C:5]([CH:8]([O:10][C:15]2[CH:20]=[CH:19][N:18]=[CH:17][N:16]=2)[CH3:9])=[CH:4][CH:3]=1. (5) Reactant: [CH3:1][NH:2][C:3]1[CH:12]=[CH:11][C:6]2[N:7]=[C:8]([CH3:10])[O:9][C:5]=2[CH:4]=1.CCN=C=NCCCN(C)C.Cl.[Br:25][CH2:26][C:27]([OH:29])=O. Product: [Br:25][CH2:26][C:27]([N:2]([CH3:1])[C:3]1[CH:12]=[CH:11][C:6]2[N:7]=[C:8]([CH3:10])[O:9][C:5]=2[CH:4]=1)=[O:29]. The catalyst class is: 808. (6) Reactant: [Cl:1][C:2]1[C:7]([S:8](Cl)(=[O:10])=[O:9])=[CH:6][CH:5]=[CH:4][N:3]=1.[CH3:12][C:13]1[CH:14]=[CH:15][C:16]([NH2:20])=[N:17][C:18]=1[CH3:19]. Product: [Cl:1][C:2]1[C:7]([S:8]([NH:20][C:16]2[CH:15]=[CH:14][C:13]([CH3:12])=[C:18]([CH3:19])[N:17]=2)(=[O:10])=[O:9])=[CH:6][CH:5]=[CH:4][N:3]=1. The catalyst class is: 17. (7) Reactant: [CH3:1][C:2]1[N:7]=[C:6]([C:8]2[CH:13]=[CH:12][N:11]=[C:10]([C:14]3[CH:15]=[C:16]([S:20](Cl)(=[O:22])=[O:21])[CH:17]=[CH:18][CH:19]=3)[CH:9]=2)[CH:5]=[C:4]([C:24]2[CH:29]=[CH:28][C:27]([C:30]([F:33])([F:32])[F:31])=[CH:26][CH:25]=2)[CH:3]=1.[NH:34]1[CH2:39][CH2:38][S:37][CH2:36][CH2:35]1. Product: [CH3:1][C:2]1[N:7]=[C:6]([C:8]2[CH:13]=[CH:12][N:11]=[C:10]([C:14]3[CH:19]=[CH:18][CH:17]=[C:16]([S:20]([N:34]4[CH2:39][CH2:38][S:37][CH2:36][CH2:35]4)(=[O:22])=[O:21])[CH:15]=3)[CH:9]=2)[CH:5]=[C:4]([C:24]2[CH:29]=[CH:28][C:27]([C:30]([F:33])([F:32])[F:31])=[CH:26][CH:25]=2)[CH:3]=1. The catalyst class is: 49. (8) Reactant: [OH:1][C:2]1[CH:7]=[C:6]([CH3:8])[CH:5]=[C:4]([CH3:9])[N:3]=1.C(=O)([O-])[O-].[K+].[K+].Br[CH2:17][CH2:18][O:19][C:20]1[CH:25]=[CH:24][C:23]([N+:26]([O-:28])=[O:27])=[CH:22][CH:21]=1. Product: [CH3:9][C:4]1[CH:5]=[C:6]([CH3:8])[CH:7]=[C:2]([O:1][CH2:17][CH2:18][O:19][C:20]2[CH:21]=[CH:22][C:23]([N+:26]([O-:28])=[O:27])=[CH:24][CH:25]=2)[N:3]=1. The catalyst class is: 3. (9) The catalyst class is: 5. Reactant: [C:1]([O:5][C@@H:6]([C:11]1[C:42]([CH3:43])=[N:41][C:40]2=[CH:44][C:37]3=[N:38][N:39]2[C:12]=1[C:13]1[CH:47]=[C:46]2[C:16]([O:17][CH2:18][CH2:19][N:20]2[CH2:21][CH2:22][CH2:23][CH2:24][CH2:25][C:26]2[CH:27]=[CH:28][CH:29]=[CH:30][C:31]=2[C:32]2[CH:45]=[C:36]3[CH:35]=[CH:34][CH:33]=2)=[CH:15][C:14]=1[F:48])[C:7]([O:9]C)=[O:8])([CH3:4])([CH3:3])[CH3:2].[OH-].[Na+]. Product: [C:1]([O:5][C@@H:6]([C:11]1[C:42]([CH3:43])=[N:41][C:40]2=[CH:44][C:37]3=[N:38][N:39]2[C:12]=1[C:13]1[CH:47]=[C:46]2[C:16]([O:17][CH2:18][CH2:19][N:20]2[CH2:21][CH2:22][CH2:23][CH2:24][CH2:25][C:26]2[CH:27]=[CH:28][CH:29]=[CH:30][C:31]=2[C:32]2[CH:45]=[C:36]3[CH:35]=[CH:34][CH:33]=2)=[CH:15][C:14]=1[F:48])[C:7]([OH:9])=[O:8])([CH3:4])([CH3:2])[CH3:3].